Task: Regression. Given a peptide amino acid sequence and an MHC pseudo amino acid sequence, predict their binding affinity value. This is MHC class II binding data.. Dataset: Peptide-MHC class II binding affinity with 134,281 pairs from IEDB (1) The peptide sequence is ILSEGNSFTAPNESY. The MHC is HLA-DPA10201-DPB11401 with pseudo-sequence HLA-DPA10201-DPB11401. The binding affinity (normalized) is 0. (2) The peptide sequence is TQLATLRKLCIEGKI. The MHC is DRB1_1501 with pseudo-sequence DRB1_1501. The binding affinity (normalized) is 0.363. (3) The peptide sequence is DMTPADALDD. The MHC is HLA-DQA10102-DQB10602 with pseudo-sequence HLA-DQA10102-DQB10602. The binding affinity (normalized) is 0.0263. (4) The peptide sequence is DASFKESFAIHLDYT. The MHC is DRB3_0101 with pseudo-sequence DRB3_0101. The binding affinity (normalized) is 0.380. (5) The peptide sequence is GELQIVDKIEAAFKI. The MHC is DRB4_0101 with pseudo-sequence DRB4_0103. The binding affinity (normalized) is 0.603. (6) The peptide sequence is KNVLKVGRLSAEELM. The MHC is HLA-DPA10201-DPB10501 with pseudo-sequence HLA-DPA10201-DPB10501. The binding affinity (normalized) is 0.279. (7) The peptide sequence is LKGTSYKICTDKMFF. The MHC is HLA-DQA10601-DQB10402 with pseudo-sequence HLA-DQA10601-DQB10402. The binding affinity (normalized) is 0.444. (8) The peptide sequence is ALREKVLGLPAIKAW. The MHC is HLA-DQA10104-DQB10503 with pseudo-sequence HLA-DQA10104-DQB10503. The binding affinity (normalized) is 0.260. (9) The peptide sequence is LLAMAVLAALFAGAW. The MHC is HLA-DPA10103-DPB10401 with pseudo-sequence HLA-DPA10103-DPB10401. The binding affinity (normalized) is 0.219.